This data is from Reaction yield outcomes from USPTO patents with 853,638 reactions. The task is: Predict the reaction yield, written as a fraction of the theoretical maximum amount of product (1.0 means a 100% yield; for example, 0.34 means a 34% yield). The reactants are C(N(CC)C(C)C)(C)C.[NH2:10][CH2:11][CH2:12][CH2:13][O:14][CH2:15][CH:16]1[CH2:21]C[O:19][C:18]([CH3:23])([CH3:22])[O:17]1.[CH3:24][N:25]([CH3:75])[C:26]1[CH:31]=[CH:30][C:29]([N:32]=[N:33][C:34]2[CH:74]=[CH:73][C:37]([C:38]([NH:40][CH2:41][CH:42]([CH2:46][CH2:47][C:48]([F:72])([F:71])[C:49]([F:70])([F:69])[C:50]([F:68])([F:67])[C:51]([F:66])([F:65])[C:52]([F:64])([F:63])[C:53]([F:62])([F:61])[C:54]([F:60])([F:59])[C:55]([F:58])([F:57])[F:56])[C:43](O)=[O:44])=[O:39])=[CH:36][CH:35]=2)=[CH:28][CH:27]=1. The catalyst is N1C=CC=CC=1.C(OCC)(=O)C. The product is [CH3:75][N:25]([CH3:24])[C:26]1[CH:31]=[CH:30][C:29]([N:32]=[N:33][C:34]2[CH:35]=[CH:36][C:37]([C:38]([NH:40][CH2:41][CH:42]([CH2:46][CH2:47][C:48]([F:72])([F:71])[C:49]([F:69])([F:70])[C:50]([F:67])([F:68])[C:51]([F:65])([F:66])[C:52]([F:63])([F:64])[C:53]([F:62])([F:61])[C:54]([F:60])([F:59])[C:55]([F:58])([F:57])[F:56])[C:43]([NH:10][CH2:11][CH2:12][CH2:13][O:14][CH2:15][CH:16]3[CH2:21][O:19][C:18]([CH3:22])([CH3:23])[O:17]3)=[O:44])=[O:39])=[CH:73][CH:74]=2)=[CH:28][CH:27]=1. The yield is 1.00.